This data is from Reaction yield outcomes from USPTO patents with 853,638 reactions. The task is: Predict the reaction yield, written as a fraction of the theoretical maximum amount of product (1.0 means a 100% yield; for example, 0.34 means a 34% yield). (1) The reactants are [Br:1][C:2]1[CH:7]=[CH:6][C:5]([OH:8])=[CH:4][N:3]=1.F[C:10]1[CH:17]=[CH:16][C:13]([C:14]#[N:15])=[CH:12][CH:11]=1.C([O-])([O-])=O.[Cs+].[Cs+]. The catalyst is CN(C=O)C. The product is [Br:1][C:2]1[N:3]=[CH:4][C:5]([O:8][C:10]2[CH:17]=[CH:16][C:13]([C:14]#[N:15])=[CH:12][CH:11]=2)=[CH:6][CH:7]=1. The yield is 0.550. (2) The reactants are [C:1](/[C:3](=[N:9]\O)/[C:4]([O:6][CH2:7][CH3:8])=[O:5])#[N:2].C([O-])(O)=O.[Na+].[O-]S(S([O-])=O)=O.[Na+].[Na+]. The catalyst is O. The product is [NH2:9][CH:3]([C:1]#[N:2])[C:4]([O:6][CH2:7][CH3:8])=[O:5]. The yield is 0.430. (3) The reactants are [NH:1]1[CH:6]=[CH:5][CH2:4][CH2:3][CH2:2]1.[PH:7](=[O:14])([O:11][CH2:12][CH3:13])[O:8][CH2:9][CH3:10].C(=O)([O-])N.[O-]S(C(F)(F)F)(=O)=O. No catalyst specified. The product is [NH:1]1[CH:2]=[CH:3][CH2:4][CH2:5][CH2:6]1.[PH:7](=[O:14])([O:11][CH2:12][C:13]1[CH:6]=[CH:5][CH:4]=[CH:3][CH:2]=1)[O:8][CH2:9][C:10]1[CH:6]=[CH:5][CH:4]=[CH:3][CH:2]=1. The yield is 0.590. (4) The reactants are C(OC([N:8]1[CH2:13][CH2:12][N:11]([C:14](=[O:22])[C:15]2[CH:20]=[CH:19][CH:18]=[CH:17][C:16]=2[Br:21])[CH2:10][CH2:9]1)=O)(C)(C)C.[ClH:23]. The product is [ClH:23].[Br:21][C:16]1[CH:17]=[CH:18][CH:19]=[CH:20][C:15]=1[C:14]([N:11]1[CH2:10][CH2:9][NH:8][CH2:13][CH2:12]1)=[O:22]. No catalyst specified. The yield is 0.950.